Dataset: Forward reaction prediction with 1.9M reactions from USPTO patents (1976-2016). Task: Predict the product of the given reaction. (1) Given the reactants [N:1]1[C:10]2[C:5](=[CH:6][CH:7]=[CH:8][CH:9]=2)[CH:4]=[C:3]([CH2:11]O)[CH:2]=1.O=S(Cl)[Cl:15], predict the reaction product. The product is: [ClH:15].[Cl:15][CH2:11][C:3]1[CH:2]=[N:1][C:10]2[C:5]([CH:4]=1)=[CH:6][CH:7]=[CH:8][CH:9]=2. (2) Given the reactants [C:1]([O:5][C:6](=[O:25])[NH:7][C:8]1[CH:13]=[CH:12][C:11]([C:14]#[C:15][C:16]2[CH:21]=[CH:20][C:19]([F:22])=[CH:18][C:17]=2[F:23])=[CH:10][C:9]=1[NH2:24])([CH3:4])([CH3:3])[CH3:2].CC1(C)[O:32][C:31]([C:33]2[CH:34]=[C:35]([CH:38]=[CH:39][CH:40]=2)[C:36]#[N:37])=[CH:30][C:29](=O)[O:28]1, predict the reaction product. The product is: [C:1]([O:5][C:6](=[O:25])[NH:7][C:8]1[CH:13]=[CH:12][C:11]([C:14]#[C:15][C:16]2[CH:21]=[CH:20][C:19]([F:22])=[CH:18][C:17]=2[F:23])=[CH:10][C:9]=1[NH:24][C:29](=[O:28])[CH2:30][C:31]([C:33]1[CH:40]=[CH:39][CH:38]=[C:35]([C:36]#[N:37])[CH:34]=1)=[O:32])([CH3:4])([CH3:2])[CH3:3]. (3) The product is: [O:33]=[S:2]1(=[O:1])[C:7]2[CH:8]=[CH:9][CH:10]=[CH:11][C:6]=2[NH:5][C:4]([C:12]2[C:13](=[O:32])[N:14]([NH:23][CH2:24][C:25]3[CH:30]=[CH:29][CH:28]=[CH:27][C:26]=3[CH3:31])[C:15]3[C:20]([C:21]=2[OH:22])=[CH:19][CH:18]=[CH:17][CH:16]=3)=[N:3]1. Given the reactants [O:1]=[S:2]1(=[O:33])[C:7]2[CH:8]=[CH:9][CH:10]=[CH:11][C:6]=2[NH:5][C:4]([C:12]2[C:13](=[O:32])[N:14]([N:23]=[CH:24][C:25]3[CH:30]=[CH:29][CH:28]=[CH:27][C:26]=3[CH3:31])[C:15]3[C:20]([C:21]=2[OH:22])=[CH:19][CH:18]=[CH:17][CH:16]=3)=[N:3]1.CO.[BH4-].[Li+].Cl, predict the reaction product. (4) The product is: [CH2:46]([O:48][C:49]([N:51]1[CH2:17][CH2:8][N:7]([C:5]([CH2:4][C:1]([NH:26][C:30]2[C:29]3[C:34](=[CH:37][CH:38]=[CH:23][CH:24]=3)[CH:33]=[CH:32][CH:31]=2)=[O:3])=[O:6])[CH2:55][CH2:56]1)=[O:50])[CH3:47]. Given the reactants [C:1]([CH2:4][C:5]([NH:7][C:8]1[CH:17]=CC2C(=CC=CC=2)C=1)=[O:6])([OH:3])=O.C(N([CH2:23][CH3:24])CC)C.O[N:26]1[C:30]2[CH:31]=[CH:32][CH:33]=[CH:34][C:29]=2N=N1.CN(C)[CH2:37][CH2:38]CN=C=NCC.[CH2:46]([O:48][C:49]([N:51]1[CH2:56][CH2:55]NCC1)=[O:50])[CH3:47], predict the reaction product. (5) Given the reactants Cl[C:2]1[S:6][N:5]=[C:4]([N:7]2[CH2:12][CH2:11][O:10][CH2:9][CH2:8]2)[N:3]=1.FC(F)(F)C(O)=O.[O:20]1[C:24]2[CH:25]=[CH:26][CH:27]=[CH:28][C:23]=2[C:22]([NH:29][C:30]([N:32]2[CH2:37][CH2:36][NH:35][CH2:34][CH2:33]2)=[O:31])=[N:21]1.C(N(CC)CC)C.O, predict the reaction product. The product is: [O:20]1[C:24]2[CH:25]=[CH:26][CH:27]=[CH:28][C:23]=2[C:22]([NH:29][C:30]([N:32]2[CH2:37][CH2:36][N:35]([C:2]3[S:6][N:5]=[C:4]([N:7]4[CH2:12][CH2:11][O:10][CH2:9][CH2:8]4)[N:3]=3)[CH2:34][CH2:33]2)=[O:31])=[N:21]1.